Dataset: Reaction yield outcomes from USPTO patents with 853,638 reactions. Task: Predict the reaction yield, written as a fraction of the theoretical maximum amount of product (1.0 means a 100% yield; for example, 0.34 means a 34% yield). (1) The reactants are [Br:1][C:2]1[CH:3]=[C:4]([NH:13][CH:14]2[CH2:19][CH2:18][O:17][CH2:16][CH2:15]2)[C:5]([CH3:12])=[C:6]([CH:11]=1)[C:7]([O:9][CH3:10])=[O:8].[C:20](O)([C:22]([F:25])([F:24])[F:23])=O.[BH4-].[Na+].[OH-].[Na+]. The catalyst is Cl. The product is [Br:1][C:2]1[CH:3]=[C:4]([N:13]([CH:14]2[CH2:19][CH2:18][O:17][CH2:16][CH2:15]2)[CH2:20][C:22]([F:25])([F:24])[F:23])[C:5]([CH3:12])=[C:6]([CH:11]=1)[C:7]([O:9][CH3:10])=[O:8]. The yield is 0.910. (2) The reactants are [F:1][C:2]1[CH:3]=[C:4]([C@:15]([NH:30][C:31](=[O:36])[CH2:32][C:33](=[O:35])[CH3:34])([C:23]2[CH:28]=[CH:27][C:26]([F:29])=[CH:25][CH:24]=2)[CH2:16][C:17]2[CH:22]=[CH:21][CH:20]=[CH:19][CH:18]=2)[CH:5]=[C:6]([O:8][C:9]([F:14])([F:13])[CH:10]([F:12])[F:11])[CH:7]=1.[BH4-].[Na+]. The catalyst is CO. The product is [F:1][C:2]1[CH:3]=[C:4]([C@:15]([NH:30][C:31](=[O:36])[CH2:32][CH:33]([OH:35])[CH3:34])([C:23]2[CH:24]=[CH:25][C:26]([F:29])=[CH:27][CH:28]=2)[CH2:16][C:17]2[CH:18]=[CH:19][CH:20]=[CH:21][CH:22]=2)[CH:5]=[C:6]([O:8][C:9]([F:14])([F:13])[CH:10]([F:12])[F:11])[CH:7]=1. The yield is 0.550. (3) The reactants are [F:1][C:2]1[CH:7]=[CH:6][C:5]([C:8](=[O:15])[CH2:9][C:10]([O:12][CH2:13][CH3:14])=[O:11])=[CH:4][CH:3]=1.[H-].[Na+].[F:18][C:19]1[CH:20]=[C:21]([CH:24]=[CH:25][C:26]=1[C:27]([F:30])([F:29])[F:28])[CH2:22]Br.O. The catalyst is COCCOC. The product is [F:1][C:2]1[CH:3]=[CH:4][C:5]([C:8](=[O:15])[CH:9]([CH2:22][C:21]2[CH:24]=[CH:25][C:26]([C:27]([F:28])([F:29])[F:30])=[C:19]([F:18])[CH:20]=2)[C:10]([O:12][CH2:13][CH3:14])=[O:11])=[CH:6][CH:7]=1. The yield is 0.660. (4) The reactants are [Cl:1][C:2]1[CH:24]=[CH:23][C:5]([CH2:6][C:7]2[N:8]=[C:9]([N:17]3[CH2:22][CH2:21][O:20][CH2:19][CH2:18]3)[Se:10][C:11]=2[C:12]([O:14]CC)=[O:13])=[CH:4][CH:3]=1.[OH-].[Li+].O. The catalyst is C(O)(=O)C.O1CCCC1.CO. The product is [Cl:1][C:2]1[CH:24]=[CH:23][C:5]([CH2:6][C:7]2[N:8]=[C:9]([N:17]3[CH2:22][CH2:21][O:20][CH2:19][CH2:18]3)[Se:10][C:11]=2[C:12]([OH:14])=[O:13])=[CH:4][CH:3]=1. The yield is 0.890. (5) The reactants are [O:1]=[C:2]1[C@H:6]([NH:7][C:8]([C:10]2[C:14]([CH3:15])=[C:13](/[CH:16]=[C:17]3\[C:18](=[O:27])[NH:19][C:20]4[C:25]\3=[CH:24][C:23]([F:26])=[CH:22][CH:21]=4)[NH:12][C:11]=2[CH3:28])=[O:9])[CH2:5][O:4][NH:3]1.[H-].[Na+].Br[CH2:32][C:33]([N:35]([CH3:37])[CH3:36])=[O:34]. No catalyst specified. The product is [CH3:36][N:35]([CH3:37])[C:33]([CH2:32][N:3]1[C:2](=[O:1])[C@H:6]([NH:7][C:8]([C:10]2[C:14]([CH3:15])=[C:13](/[CH:16]=[C:17]3\[C:18](=[O:27])[NH:19][C:20]4[C:25]\3=[CH:24][C:23]([F:26])=[CH:22][CH:21]=4)[NH:12][C:11]=2[CH3:28])=[O:9])[CH2:5][O:4]1)=[O:34]. The yield is 0.136. (6) The reactants are [Cl:1][C:2]1[CH:7]=[CH:6][C:5]([C:8]2[C:12]([CH2:13][O:14][C:15]3[CH:23]=[CH:22][C:18]([C:19]([OH:21])=O)=[CH:17][N:16]=3)=[CH:11][O:10][N:9]=2)=[CH:4][CH:3]=1.[C:24]([NH:27][CH2:28][CH2:29][NH2:30])(=[O:26])[CH3:25]. No catalyst specified. The product is [C:24]([NH:27][CH2:28][CH2:29][NH:30][C:19](=[O:21])[C:18]1[CH:22]=[CH:23][C:15]([O:14][CH2:13][C:12]2[C:8]([C:5]3[CH:4]=[CH:3][C:2]([Cl:1])=[CH:7][CH:6]=3)=[N:9][O:10][CH:11]=2)=[N:16][CH:17]=1)(=[O:26])[CH3:25]. The yield is 0.480. (7) The reactants are Br[C:2]1[CH:3]=[C:4]([CH:19]=[CH:20][CH:21]=1)[O:5][CH:6]1[CH2:11][CH2:10][N:9]([C:12]([O:14][C:15]([CH3:18])([CH3:17])[CH3:16])=[O:13])[CH2:8][CH2:7]1.[CH3:22][C:23]1([CH3:39])[C:27]([CH3:29])([CH3:28])[O:26][B:25]([B:25]2[O:26][C:27]([CH3:29])([CH3:28])[C:23]([CH3:39])([CH3:22])[O:24]2)[O:24]1.C([O-])(=O)C.[K+]. The catalyst is O1CCOCC1.C1C=CC(P(C2C=CC=CC=2)[C-]2C=CC=C2)=CC=1.C1C=CC(P(C2C=CC=CC=2)[C-]2C=CC=C2)=CC=1.Cl[Pd]Cl.[Fe+2]. The product is [CH3:22][C:23]1([CH3:39])[C:27]([CH3:29])([CH3:28])[O:26][B:25]([C:2]2[CH:3]=[C:4]([CH:19]=[CH:20][CH:21]=2)[O:5][CH:6]2[CH2:11][CH2:10][N:9]([C:12]([O:14][C:15]([CH3:18])([CH3:17])[CH3:16])=[O:13])[CH2:8][CH2:7]2)[O:24]1. The yield is 0.913. (8) The reactants are [CH2:1]([N:3]1[C:8]([CH3:9])=[C:7]([CH3:10])[CH:6]=[C:5]([C:11]([OH:13])=O)[C:4]1=[O:14])[CH3:2].[CH2:15]([NH2:22])[C:16]1[CH:21]=[CH:20][CH:19]=[CH:18][CH:17]=1.C(N(C(C)C)CC)(C)C.F[P-](F)(F)(F)(F)F.N1(O[P+](N2CCCC2)(N2CCCC2)N2CCCC2)C2C=CC=CC=2N=N1. The catalyst is CN(C=O)C.C(OCC)(=O)C. The product is [CH2:15]([NH:22][C:11]([C:5]1[C:4](=[O:14])[N:3]([CH2:1][CH3:2])[C:8]([CH3:9])=[C:7]([CH3:10])[CH:6]=1)=[O:13])[C:16]1[CH:21]=[CH:20][CH:19]=[CH:18][CH:17]=1. The yield is 0.911. (9) The reactants are [CH2:1]([N:3]([CH2:30][CH3:31])[CH2:4][CH2:5][NH:6][C:7]([C:9]1[C:17]2[CH2:16][CH2:15][CH2:14]/[C:13](=[C:18]3/[C:19](=[O:28])[NH:20][C:21]4[C:26]/3=[CH:25][C:24]([F:27])=[CH:23][CH:22]=4)/[C:12]=2[NH:11][C:10]=1[CH3:29])=[O:8])[CH3:2].C(#N)C.[C:35]([OH:42])(=[O:41])/[CH:36]=[CH:37]/[C:38]([OH:40])=[O:39]. The catalyst is ClCCl. The product is [C:35]([OH:42])(=[O:41])/[CH:36]=[CH:37]/[C:38]([OH:40])=[O:39].[CH2:30]([N:3]([CH2:1][CH3:2])[CH2:4][CH2:5][NH:6][C:7]([C:9]1[C:17]2[CH2:16][CH2:15][CH2:14]/[C:13](=[C:18]3/[C:19](=[O:28])[NH:20][C:21]4[C:26]/3=[CH:25][C:24]([F:27])=[CH:23][CH:22]=4)/[C:12]=2[NH:11][C:10]=1[CH3:29])=[O:8])[CH3:31]. The yield is 0.950.